This data is from Drug-target binding data from BindingDB using Ki measurements. The task is: Regression. Given a target protein amino acid sequence and a drug SMILES string, predict the binding affinity score between them. We predict pKi (pKi = -log10(Ki in M); higher means stronger inhibition). Dataset: bindingdb_ki. (1) The drug is NCC[C@H](Oc1ccc(C(F)(F)F)cc1)c1ccccc1. The target is MLLARMKPQVQPELGGADQ. The pKi is 5.3. (2) The compound is CN1CC[C@]23c4c5ccc(O)c4O[C@H]2[C@@H](O)C=C[C@H]3[C@H]1C5. The target is MLLARMKPQVQPELGGADQ. The pKi is 5.0.